Dataset: Forward reaction prediction with 1.9M reactions from USPTO patents (1976-2016). Task: Predict the product of the given reaction. Given the reactants [F:1][C:2]1[CH:31]=[C:30]([N:32]=[C:33]=[S:34])[CH:29]=[CH:28][C:3]=1[O:4][C:5]1[C:14]2[C:9](=[CH:10][C:11]([O:17][CH2:18][CH2:19][CH2:20][N:21]3[CH2:26][CH2:25][CH2:24][CH2:23][CH2:22]3)=[C:12]([O:15][CH3:16])[CH:13]=2)[NH:8][C:7](=O)[CH:6]=1.O.[NH2:36][NH2:37], predict the reaction product. The product is: [N:21]1([CH2:20][CH2:19][CH2:18][O:17][C:11]2[CH:10]=[C:9]3[C:14]([C:5]([O:4][C:3]4[CH:28]=[CH:29][C:30]([NH:32][C:33](=[S:34])[NH:36][NH2:37])=[CH:31][C:2]=4[F:1])=[CH:6][CH:7]=[N:8]3)=[CH:13][C:12]=2[O:15][CH3:16])[CH2:26][CH2:25][CH2:24][CH2:23][CH2:22]1.